From a dataset of Reaction yield outcomes from USPTO patents with 853,638 reactions. Predict the reaction yield, written as a fraction of the theoretical maximum amount of product (1.0 means a 100% yield; for example, 0.34 means a 34% yield). (1) No catalyst specified. The yield is 0.780. The product is [CH3:29][O:30][C:31]1[CH:32]=[C:33]([C:2]2[CH:7]=[CH:6][C:5]([Br:8])=[CH:4][N:3]=2)[CH:34]=[CH:35][C:36]=1[O:37][CH3:38]. The reactants are Br[C:2]1[CH:7]=[CH:6][C:5]([Br:8])=[CH:4][N:3]=1.BrC1C=CC(C(CCCCCCC(OCC)=O)=O)=CC=1.[CH3:29][O:30][C:31]1[CH:32]=[C:33](B(O)O)[CH:34]=[CH:35][C:36]=1[O:37][CH3:38].S1C=CC(B(O)O)=C1. (2) The reactants are [OH:1][C:2]1[CH:11]=[C:10]2[C:5]([CH2:6][C@@H:7]([C:12]([OH:14])=[O:13])[NH:8][CH2:9]2)=[CH:4][CH:3]=1.[ClH:15].[CH3:16]O. The product is [ClH:15].[CH3:16][O:13][C:12]([C@@H:7]1[CH2:6][C:5]2[C:10](=[CH:11][C:2]([OH:1])=[CH:3][CH:4]=2)[CH2:9][NH:8]1)=[O:14]. The yield is 1.00. No catalyst specified.